This data is from Reaction yield outcomes from USPTO patents with 853,638 reactions. The task is: Predict the reaction yield, written as a fraction of the theoretical maximum amount of product (1.0 means a 100% yield; for example, 0.34 means a 34% yield). (1) The reactants are [CH2:1]([O:8][C:9]([NH:11][C@@H:12]([CH2:23][C:24]1[CH:29]=[CH:28][C:27](OS(C(F)(F)F)(=O)=O)=[CH:26][CH:25]=1)[C:13]([N:15]1[CH2:18][CH:17]([C:19]([O:21][CH3:22])=[O:20])[CH2:16]1)=[O:14])=[O:10])[C:2]1[CH:7]=[CH:6][CH:5]=[CH:4][CH:3]=1.[CH3:53][C:48]1([CH3:54])[C:49]([CH3:52])([CH3:51])[O:50][B:46]([B:46]2[O:50][C:49]([CH3:52])([CH3:51])[C:48]([CH3:54])([CH3:53])[O:47]2)[O:47]1.C([O-])(=O)C.[K+].O. The catalyst is O1CCOCC1.[Cl-].[Na+].O. The product is [CH2:1]([O:8][C:9]([NH:11][C@@H:12]([CH2:23][C:24]1[CH:29]=[CH:28][C:27]([B:46]2[O:47][C:48]([CH3:53])([CH3:54])[C:49]([CH3:51])([CH3:52])[O:50]2)=[CH:26][CH:25]=1)[C:13]([N:15]1[CH2:18][CH:17]([C:19]([O:21][CH3:22])=[O:20])[CH2:16]1)=[O:14])=[O:10])[C:2]1[CH:7]=[CH:6][CH:5]=[CH:4][CH:3]=1. The yield is 0.910. (2) The reactants are [NH2:1][C:2]1[C:7]([N+:8]([O-:10])=[O:9])=[CH:6][CH:5]=[CH:4][C:3]=1[OH:11].[Br:12]Br. The catalyst is C(O)(=O)C.O. The product is [NH2:1][C:2]1[C:7]([N+:8]([O-:10])=[O:9])=[CH:6][C:5]([Br:12])=[CH:4][C:3]=1[OH:11]. The yield is 0.600. (3) The reactants are [N+:1]([C:4]1[CH:9]=[CH:8][C:7]([OH:10])=[CH:6][CH:5]=1)([O-:3])=[O:2].[H-].[Na+].[CH3:13][O:14][CH2:15][CH2:16]Br. The catalyst is CN(C=O)C. The product is [CH3:13][O:14][CH2:15][CH2:16][O:10][C:7]1[CH:8]=[CH:9][C:4]([N+:1]([O-:3])=[O:2])=[CH:5][CH:6]=1. The yield is 1.05. (4) The reactants are [Br:1][C:2]1[CH:3]=[C:4]([CH:9]([C:12]2[C:17]([CH:18]([CH3:20])[CH3:19])=[C:16]([O:21][CH3:22])[N:15]=[C:14]([O:23][CH3:24])[N:13]=2)C#N)[CH:5]=[C:6]([CH3:8])[CH:7]=1.[H-].[Na+].CN(C=[O:31])C. No catalyst specified. The product is [Br:1][C:2]1[CH:3]=[C:4]([C:9]([C:12]2[C:17]([CH:18]([CH3:20])[CH3:19])=[C:16]([O:21][CH3:22])[N:15]=[C:14]([O:23][CH3:24])[N:13]=2)=[O:31])[CH:5]=[C:6]([CH3:8])[CH:7]=1. The yield is 0.890. (5) The reactants are [CH3:1][O:2][C:3]1[CH:4]=[C:5]2[C:10](=[CH:11][C:12]=1[O:13][CH3:14])[N:9]=[CH:8][CH:7]=[C:6]2[N:15]1[CH2:21][C:20]2[CH:22]=[C:23]([C:26]3[CH:27]=[C:28]([N+:33]([O-])=O)[C:29]([NH2:32])=[N:30][CH:31]=3)[CH:24]=[CH:25][C:19]=2[O:18][CH2:17][CH2:16]1. The catalyst is [Pd].CO. The product is [CH3:1][O:2][C:3]1[CH:4]=[C:5]2[C:10](=[CH:11][C:12]=1[O:13][CH3:14])[N:9]=[CH:8][CH:7]=[C:6]2[N:15]1[CH2:21][C:20]2[CH:22]=[C:23]([C:26]3[CH:27]=[C:28]([NH2:33])[C:29]([NH2:32])=[N:30][CH:31]=3)[CH:24]=[CH:25][C:19]=2[O:18][CH2:17][CH2:16]1. The yield is 0.910.